From a dataset of Forward reaction prediction with 1.9M reactions from USPTO patents (1976-2016). Predict the product of the given reaction. (1) Given the reactants [H][H].[F:3][C:4]1[CH:9]=[CH:8][C:7]([CH:10]([OH:45])[CH2:11][CH2:12][CH:13]([C:31](N2C(C3C=CC=CC=3)COC2=O)=[O:32])[CH:14]([C:23]2[CH:30]=[CH:29][C:26](C#N)=[CH:25][CH:24]=2)[NH:15][C:16]2[CH:21]=[CH:20][C:19]([F:22])=[CH:18][CH:17]=2)=[CH:6][CH:5]=1.[NH3:46].[CH2:47](O)C, predict the reaction product. The product is: [NH2:46][CH2:47][C:25]1[CH:24]=[C:23]([CH:14]2[N:15]([C:16]3[CH:21]=[CH:20][C:19]([F:22])=[CH:18][CH:17]=3)[C:31](=[O:32])[CH:13]2[CH2:12][CH2:11][CH:10]([C:7]2[CH:6]=[CH:5][C:4]([F:3])=[CH:9][CH:8]=2)[OH:45])[CH:30]=[CH:29][CH:26]=1. (2) Given the reactants [NH2:1][C:2]1[CH:7]=[CH:6][C:5]([SH:8])=[CH:4][CH:3]=1.N1C=CC=CC=1.[CH:15]1([C:18](Cl)=[O:19])[CH2:17][CH2:16]1, predict the reaction product. The product is: [CH:15]1([C:18]([NH:1][C:2]2[CH:7]=[CH:6][C:5]([SH:8])=[CH:4][CH:3]=2)=[O:19])[CH2:17][CH2:16]1. (3) Given the reactants [N:1]1[C:10]2[C:5](=[CH:6][CH:7]=[CH:8][N:9]=2)[CH:4]=[CH:3][C:2]=1[CH2:11][CH2:12][CH2:13][NH:14][C:15](=[O:21])[O:16][C:17]([CH3:20])([CH3:19])[CH3:18], predict the reaction product. The product is: [N:1]1[C:10]2[NH:9][CH2:8][CH2:7][CH2:6][C:5]=2[CH:4]=[CH:3][C:2]=1[CH2:11][CH2:12][CH2:13][NH:14][C:15](=[O:21])[O:16][C:17]([CH3:19])([CH3:18])[CH3:20].